Dataset: Catalyst prediction with 721,799 reactions and 888 catalyst types from USPTO. Task: Predict which catalyst facilitates the given reaction. Reactant: [Cl:1][C:2]1[C:3]([O:30][C@H:31]2[CH2:36][C@@H:35]([OH:37])[CH2:34][CH2:33][C@@H:32]2[C:38]2[N:42]([CH3:43])[N:41]=[CH:40][CH:39]=2)=[CH:4][C:5]([F:29])=[C:6]([S:8]([N:11](CC2C=CC(OC)=CC=2OC)[C:12]2[CH:17]=[CH:16][N:15]=[CH:14][N:13]=2)(=[O:10])=[O:9])[CH:7]=1.C([SiH](CC)CC)C.FC(F)(F)C(O)=O. Product: [Cl:1][C:2]1[C:3]([O:30][C@H:31]2[CH2:36][C@@H:35]([OH:37])[CH2:34][CH2:33][C@@H:32]2[C:38]2[N:42]([CH3:43])[N:41]=[CH:40][CH:39]=2)=[CH:4][C:5]([F:29])=[C:6]([S:8]([NH:11][C:12]2[CH:17]=[CH:16][N:15]=[CH:14][N:13]=2)(=[O:10])=[O:9])[CH:7]=1. The catalyst class is: 4.